Dataset: Reaction yield outcomes from USPTO patents with 853,638 reactions. Task: Predict the reaction yield, written as a fraction of the theoretical maximum amount of product (1.0 means a 100% yield; for example, 0.34 means a 34% yield). (1) The reactants are [O:1]1[CH2:6][CH2:5][CH:4]([N:7]2[CH2:12][CH2:11][CH:10]([NH:13]C(=O)OC(C)(C)C)[CH2:9][CH2:8]2)[CH2:3][CH2:2]1.Cl.CO. The catalyst is O1CCOCC1. The product is [O:1]1[CH2:2][CH2:3][CH:4]([N:7]2[CH2:12][CH2:11][CH:10]([NH2:13])[CH2:9][CH2:8]2)[CH2:5][CH2:6]1. The yield is 0.920. (2) The reactants are [NH2:1][C:2]1[CH:3]=[N:4][C:5]2[C:10]([CH:11]=1)=[CH:9][C:8]([OH:12])=[CH:7][CH:6]=2.[Br:13][C:14]1[CH:15]=[CH:16][C:17]([O:24][CH3:25])=[C:18]([S:20](Cl)(=[O:22])=[O:21])[CH:19]=1. The catalyst is N1C=CC=CC=1. The product is [Br:13][C:14]1[CH:15]=[CH:16][C:17]([O:24][CH3:25])=[C:18]([S:20]([NH:1][C:2]2[CH:3]=[N:4][C:5]3[C:10]([CH:11]=2)=[CH:9][C:8]([OH:12])=[CH:7][CH:6]=3)(=[O:21])=[O:22])[CH:19]=1. The yield is 0.250. (3) The reactants are Cl[C:2]1[C:11]2[C:6](=[CH:7][CH:8]=[CH:9][CH:10]=2)[C:5]([C:12]2[CH:17]=[CH:16][CH:15]=[CH:14][CH:13]=2)=[N:4][N:3]=1.[CH2:18]([N:21]1[C:25]2[CH:26]=[CH:27][C:28]([NH2:30])=[CH:29][C:24]=2[N:23]=[CH:22]1)[C:19]#[CH:20].[CH3:31][CH:32](O)[CH3:33]. No catalyst specified. The product is [C:18]1([N:21]2[C:25]3[CH:26]=[CH:27][C:28]([NH:30][C:2]4[C:11]5[C:6](=[CH:7][CH:8]=[CH:9][CH:10]=5)[C:5]([C:12]5[CH:17]=[CH:16][CH:15]=[CH:14][CH:13]=5)=[N:4][N:3]=4)=[CH:29][C:24]=3[N:23]=[CH:22]2)[CH:33]=[CH:32][CH:31]=[CH:20][CH:19]=1. The yield is 0.990. (4) The reactants are [F:1][C:2]1[CH:9]=[CH:8][C:7]([C:10]2[N:11]=[C:12]([CH:22]([CH3:24])[CH3:23])[NH:13][C:14]=2[C:15]2[CH:20]=[CH:19][CH:18]=[C:17]([CH3:21])[N:16]=2)=[CH:6][C:3]=1C#N.[H-].C([Al+]CC(C)C)C(C)C.[Cl-].[NH4+].C1(C)C=CC(S([CH2:46][N+:47]#[C-:48])(=O)=O)=CC=1.[CH3:50][O-:51].[Na+]. The catalyst is C(Cl)Cl.C1(C)C=CC=CC=1.O. The product is [F:1][C:2]1[CH:9]=[CH:8][C:7]([C:10]2[N:11]=[C:12]([CH:22]([CH3:23])[CH3:24])[NH:13][C:14]=2[C:15]2[CH:20]=[CH:19][CH:18]=[C:17]([CH3:21])[N:16]=2)=[CH:6][C:3]=1[C:50]1[O:51][CH:46]=[N:47][CH:48]=1. The yield is 0.400. (5) The reactants are [CH3:1][O:2][C:3]1[CH:12]=[C:11]2[C:6]([CH2:7][CH2:8][C:9](=[O:15])[C:10]2([CH3:14])[CH3:13])=[CH:5][CH:4]=1.I[C:17]1[CH:22]=[CH:21][N:20]=[CH:19][C:18]=1[O:23][CH2:24][O:25][CH3:26].CC(C)([O-])C.[Na+].COC1C=CC=C(OC)C=1C1C=CC=CC=1P(C1CCCCC1)C1CCCCC1. The catalyst is C(OCC)(=O)C.C1C=CC(/C=C/C(/C=C/C2C=CC=CC=2)=O)=CC=1.C1C=CC(/C=C/C(/C=C/C2C=CC=CC=2)=O)=CC=1.C1C=CC(/C=C/C(/C=C/C2C=CC=CC=2)=O)=CC=1.[Pd].[Pd].C1(C)C=CC=CC=1. The product is [CH3:1][O:2][C:3]1[CH:12]=[C:11]2[C:6]([CH2:7][CH:8]([C:17]3[CH:22]=[CH:21][N:20]=[CH:19][C:18]=3[O:23][CH2:24][O:25][CH3:26])[C:9](=[O:15])[C:10]2([CH3:13])[CH3:14])=[CH:5][CH:4]=1. The yield is 0.470. (6) The reactants are [CH2:1]([C:3]1[C:11]2[C:6](=[CH:7][CH:8]=[CH:9][C:10]=2[NH2:12])[N:5]([CH2:13][C:14]2[CH:18]=[CH:17][N:16]([CH:19]([CH3:21])[CH3:20])[N:15]=2)[N:4]=1)C.[Cl:22][C:23]1[CH:28]=[CH:27][N:26]2[C:29]([C:32]([O:34]CC)=O)=[CH:30][N:31]=[C:25]2[CH:24]=1.C[Si]([N-][Si](C)(C)C)(C)C.[Li+]. The catalyst is C1COCC1. The product is [Cl:22][C:23]1[CH:28]=[CH:27][N:26]2[C:29]([C:32]([NH:12][C:10]3[CH:9]=[CH:8][CH:7]=[C:6]4[C:11]=3[C:3]([CH3:1])=[N:4][N:5]4[CH2:13][C:14]3[CH:18]=[CH:17][N:16]([CH:19]([CH3:20])[CH3:21])[N:15]=3)=[O:34])=[CH:30][N:31]=[C:25]2[CH:24]=1. The yield is 0.520. (7) The reactants are [Cl:1][C:2]1[CH:7]=[CH:6][C:5]([C:8]2[CH:13]=[CH:12][CH:11]=[CH:10][C:9]=2[C@@H:14]([OH:30])[CH:15]2[CH2:20][CH2:19][N:18]([C:21]3[CH:29]=[CH:28][C:24]([C:25](O)=[O:26])=[CH:23][CH:22]=3)[CH2:17][CH2:16]2)=[CH:4][CH:3]=1.[O:31]1[CH2:36][CH2:35][N:34]([CH2:37][CH2:38][C@@H:39]([NH:48][C:49]2[CH:54]=[CH:53][C:52]([S:55]([NH2:58])(=[O:57])=[O:56])=[CH:51][C:50]=2[S:59]([C:62]([F:65])([F:64])[F:63])(=[O:61])=[O:60])[CH2:40][S:41][C:42]2[CH:47]=[CH:46][CH:45]=[CH:44][CH:43]=2)[CH2:33][CH2:32]1.C(Cl)CCl. The catalyst is CN(C1C=CN=CC=1)C. The product is [Cl:1][C:2]1[CH:3]=[CH:4][C:5]([C:8]2[CH:13]=[CH:12][CH:11]=[CH:10][C:9]=2[C@@H:14]([OH:30])[CH:15]2[CH2:20][CH2:19][N:18]([C:21]3[CH:22]=[CH:23][C:24]([C:25]([NH:58][S:55]([C:52]4[CH:53]=[CH:54][C:49]([NH:48][C@H:39]([CH2:38][CH2:37][N:34]5[CH2:35][CH2:36][O:31][CH2:32][CH2:33]5)[CH2:40][S:41][C:42]5[CH:43]=[CH:44][CH:45]=[CH:46][CH:47]=5)=[C:50]([S:59]([C:62]([F:65])([F:63])[F:64])(=[O:61])=[O:60])[CH:51]=4)(=[O:56])=[O:57])=[O:26])=[CH:28][CH:29]=3)[CH2:17][CH2:16]2)=[CH:6][CH:7]=1. The yield is 0.415.